The task is: Predict the reaction yield, written as a fraction of the theoretical maximum amount of product (1.0 means a 100% yield; for example, 0.34 means a 34% yield).. This data is from Reaction yield outcomes from USPTO patents with 853,638 reactions. (1) The reactants are [NH2:1][C:2]1[NH:6][N:5]=[CH:4][C:3]=1[C:7]([OH:9])=[O:8].C(O[CH:13](OCC)[CH:14]([CH3:22])[CH:15](OCC)OCC)C.Cl. No catalyst specified. The product is [CH3:22][C:14]1[CH:13]=[N:1][C:2]2[N:6]([N:5]=[CH:4][C:3]=2[C:7]([OH:9])=[O:8])[CH:15]=1. The yield is 0.810. (2) The reactants are [Br:1][C:2]1[CH:3]=[C:4]([NH:18][C:19]2[CH:20]=[N:21][CH:22]=[CH:23][CH:24]=2)[CH:5]=[C:6]([O:8]CC2C=CC(OC)=CC=2)[CH:7]=1.C1(SC)C=CC=CC=1.FC(F)(F)C(O)=O. The catalyst is O. The product is [Br:1][C:2]1[CH:7]=[C:6]([OH:8])[CH:5]=[C:4]([NH:18][C:19]2[CH:20]=[N:21][CH:22]=[CH:23][CH:24]=2)[CH:3]=1. The yield is 0.500. (3) The reactants are O1CCCC1.[OH-].[Na+].[NH2:8][C:9]1[C:14]([C:15]2[O:19][N:18]=[C:17]([CH2:20][C:21]3[CH:26]=[CH:25][C:24]([OH:27])=[CH:23][CH:22]=3)[CH:16]=2)=[CH:13][CH:12]=[CH:11][N:10]=1.[Cl:28][C:29]1[CH:34]=[CH:33][CH:32]=[C:31]([CH2:35]Cl)[N:30]=1. The catalyst is CN(C)C=O. The yield is 0.900. The product is [Cl:28][C:29]1[N:30]=[C:31]([CH2:35][O:27][C:24]2[CH:25]=[CH:26][C:21]([CH2:20][C:17]3[CH:16]=[C:15]([C:14]4[C:9]([NH2:8])=[N:10][CH:11]=[CH:12][CH:13]=4)[O:19][N:18]=3)=[CH:22][CH:23]=2)[CH:32]=[CH:33][CH:34]=1. (4) The product is [CH2:1]([O:8][C:9]([NH:11][C@H:12]1[CH2:16][CH2:15][N:14]([C@H:17]2[CH2:22][CH2:21][NH:20][CH2:19][C@H:18]2[C:30]([O:32][CH3:33])=[O:31])[C:13]1=[O:34])=[O:10])[C:2]1[CH:7]=[CH:6][CH:5]=[CH:4][CH:3]=1. The reactants are [CH2:1]([O:8][C:9]([NH:11][C@H:12]1[CH2:16][CH2:15][N:14]([C@H:17]2[CH2:22][CH2:21][N:20](C(OC(C)(C)C)=O)[CH2:19][C@H:18]2[C:30]([O:32][CH3:33])=[O:31])[C:13]1=[O:34])=[O:10])[C:2]1[CH:7]=[CH:6][CH:5]=[CH:4][CH:3]=1.C(O)(C(F)(F)F)=O. The yield is 0.730. The catalyst is C(Cl)Cl.C(OCC)(=O)C.